This data is from Drug-target binding data from BindingDB using Kd measurements. The task is: Regression. Given a target protein amino acid sequence and a drug SMILES string, predict the binding affinity score between them. We predict pKd (pKd = -log10(Kd in M); higher means stronger binding). Dataset: bindingdb_kd. (1) The compound is CCOC(=O)Cn1cnc2sc3c(c2c1=O)CCC3. The target protein (Q9H2J4) has sequence MQDPNADTEWNDILRKKGILPPKESLKELEEEAEEEQRILQQSVVKTYEDMTLEELEDHEDEFNEEDERAIEMYRRRRLAEWKATKLKNKFGEVLEISGKDYVQEVTKAGEGLWVILHLYKQGIPLCALINQHLSGLARKFPDVKFIKAISTTCIPNYPDRNLPTIFVYLEGDIKAQFIGPLVFGGMNLTRDELEWKLSESGAIMTDLEENPKKPIEDVLLSSVRRSVLMKRDSDSEGD. The pKd is 3.6. (2) The drug is Cc1ccc(Nc2nccc(N(C)c3ccc4c(C)n(C)nc4c3)n2)cc1S(N)(=O)=O. The target protein (Q16816) has sequence MTRDEALPDSHSAQDFYENYEPKEILGRGVSSVVRRCIHKPTSQEYAVKVIDVTGGGSFSPEEVRELREATLKEVDILRKVSGHPNIIQLKDTYETNTFFFLVFDLMKRGELFDYLTEKVTLSEKETRKIMRALLEVICTLHKLNIVHRDLKPENILLDDNMNIKLTDFGFSCQLEPGERLREVCGTPSYLAPEIIECSMNEDHPGYGKEVDMWSTGVIMYTLLAGSPPFWHRKQMLMLRMIMSGNYQFGSPEWDDYSDTVKDLVSRFLVVQPQNRYTAEEALAHPFFQQYLVEEVRHFSPRGKFKVIALTVLASVRIYYQYRRVKPVTREIVIRDPYALRPLRRLIDAYAFRIYGHWVKKGQQQNRAALFENTPKAVLLSLAEEDY. The pKd is 5.0. (3) The small molecule is Fc1ccc([C@@H]2CCNC[C@H]2COc2ccc3c(c2)OCO3)cc1. The target protein (Q05320) has sequence MGVTGILQLPRDRFKRTSFFLWVIILFQRTFSIPLGVIHNSTLQVSDVDKLVCRDKLSSTNQLRSVGLNLEGNGVATDVPSATKRWGFRSGVPPKVVNYEAGEWAENCYNLEIKKPDGSECLPAAPDGIRGFPRCRYVHKVSGTGPCAGDFAFHKEGAFFLYDRLASTVIYRGTTFAEGVVAFLILPQAKKDFFSSHPLREPVNATEDPSSGYYSTTIRYQATGFGTNETEYLFEVDNLTYVQLESRFTPQFLLQLNETIYTSGKRSNTTGKLIWKVNPEIDTTIGEWAFWETKKNLTRKIRSEELSFTVVSNGAKNISGQSPARTSSDPGTNTTTEDHKIMASENSSAMVQVHSQGREAAVSHLTTLATISTSPQSLTTKPGPDNSTHNTPVYKLDISEATQVEQHHRRTDNDSTASDTPSATTAAGPPKAENTNTSKSTDFLDPATTTSPQNHSETAGNNNTHHQDTGEESASSGKLGLITNTIAGVAGLITGGRRTR.... The pKd is 3.2.